This data is from CYP3A4 inhibition data for predicting drug metabolism from PubChem BioAssay. The task is: Regression/Classification. Given a drug SMILES string, predict its absorption, distribution, metabolism, or excretion properties. Task type varies by dataset: regression for continuous measurements (e.g., permeability, clearance, half-life) or binary classification for categorical outcomes (e.g., BBB penetration, CYP inhibition). Dataset: cyp3a4_veith. (1) The drug is O=c1oc(-c2cccs2)nc2ccc(Br)cc12. The result is 0 (non-inhibitor). (2) The molecule is Cc1cnn(-c2cc(N/N=C/c3ccccc3)ncn2)c1. The result is 0 (non-inhibitor). (3) The result is 1 (inhibitor). The compound is CCCC(=O)Nc1c2c(nn1-c1ccc(C)cc1C)CSC2. (4) The molecule is CC(C)(CO)Cc1cc(C(C)(C)C)c(O)c(C(C)(C)C)c1. The result is 1 (inhibitor). (5) The molecule is O=C(O)CSc1ncccc1[N+](=O)[O-]. The result is 0 (non-inhibitor). (6) The molecule is COC(Cc1n[nH]c(=S)n1-c1ccc(Cl)cc1)OC. The result is 0 (non-inhibitor).